This data is from Catalyst prediction with 721,799 reactions and 888 catalyst types from USPTO. The task is: Predict which catalyst facilitates the given reaction. (1) Reactant: Cl.Cl.[NH:3]1[CH2:6][CH:5]([N:7]2[CH:11]=[C:10]([NH:12][C:13]3[N:18]=[C:17]([N:19]4[CH2:23][CH2:22][C@:21]([CH2:26][CH3:27])([C:24]#[N:25])[C:20]4=[O:28])[CH:16]=[CH:15][N:14]=3)[CH:9]=[N:8]2)[CH2:4]1.C(N(CC)CC)C.[CH3:36][S:37](Cl)(=[O:39])=[O:38].O. Product: [CH2:26]([C@:21]1([C:24]#[N:25])[CH2:22][CH2:23][N:19]([C:17]2[CH:16]=[CH:15][N:14]=[C:13]([NH:12][C:10]3[CH:9]=[N:8][N:7]([CH:5]4[CH2:6][N:3]([S:37]([CH3:36])(=[O:39])=[O:38])[CH2:4]4)[CH:11]=3)[N:18]=2)[C:20]1=[O:28])[CH3:27]. The catalyst class is: 7. (2) Reactant: [C:1]([O:5][C:6]([C:8]1[C:9]([C:14]2[CH:19]=[CH:18][C:17]([CH2:20][NH2:21])=[CH:16][CH:15]=2)=[CH:10][CH:11]=[CH:12][CH:13]=1)=[O:7])([CH3:4])([CH3:3])[CH3:2].[C:22]([O:26][C:27](=[O:41])[NH:28]/[C:29](=C(/OCC)\CCC)/[C:30]([NH:32][NH2:33])=O)([CH3:25])([CH3:24])[CH3:23]. Product: [C:1]([O:5][C:6]([C:8]1[C:9]([C:14]2[CH:15]=[CH:16][C:17]([CH2:20][N:21]3[C:6]([CH2:8][CH2:13][CH3:12])=[N:33][N:32]=[C:30]3[CH2:29][NH:28][C:27]([O:26][C:22]([CH3:23])([CH3:24])[CH3:25])=[O:41])=[CH:18][CH:19]=2)=[CH:10][CH:11]=[CH:12][CH:13]=1)=[O:7])([CH3:4])([CH3:2])[CH3:3]. The catalyst class is: 8. (3) Reactant: Cl.[Cl:2][C:3]1[CH:4]=[CH:5][C:6]([S:11]([CH2:14][CH3:15])(=[O:13])=[O:12])=[C:7]([CH:10]=1)[CH2:8][NH2:9].[NH2:16][C:17]1[CH:25]=[C:24]([CH2:26][OH:27])[C:23]([C:28]([F:31])([F:30])[F:29])=[CH:22][C:18]=1[C:19](O)=[O:20].CN(C(ON1N=NC2C=CC=CC1=2)=[N+](C)C)C.F[P-](F)(F)(F)(F)F. Product: [NH2:16][C:17]1[CH:25]=[C:24]([CH2:26][OH:27])[C:23]([C:28]([F:29])([F:30])[F:31])=[CH:22][C:18]=1[C:19]([NH:9][CH2:8][C:7]1[CH:10]=[C:3]([Cl:2])[CH:4]=[CH:5][C:6]=1[S:11]([CH2:14][CH3:15])(=[O:13])=[O:12])=[O:20]. The catalyst class is: 2. (4) Reactant: [Cl:1][C:2]1[CH:3]=[CH:4][C:5]([OH:11])=[C:6]([C:8](=[O:10])[CH3:9])[CH:7]=1.N1[CH2:16][CH2:15][CH2:14][CH2:13]1.C1(=O)CCC1. Product: [Cl:1][C:2]1[CH:7]=[C:6]2[C:5](=[CH:4][CH:3]=1)[O:11][C:13]1([CH2:16][CH2:15][CH2:14]1)[CH2:9][C:8]2=[O:10]. The catalyst class is: 24.